The task is: Predict the reaction yield, written as a fraction of the theoretical maximum amount of product (1.0 means a 100% yield; for example, 0.34 means a 34% yield).. This data is from Reaction yield outcomes from USPTO patents with 853,638 reactions. (1) The reactants are [C:1]([O:5][C:6](=[O:46])[N:7]([CH2:28][C@H:29]([O:38][Si:39]([C:42]([CH3:45])([CH3:44])[CH3:43])([CH3:41])[CH3:40])[CH2:30][O:31][C:32]1[CH:37]=[CH:36][CH:35]=[CH:34][CH:33]=1)[CH2:8][C@H:9]1[CH2:18][CH2:17][C:16]2[C:11](=[CH:12][CH:13]=[C:14](B3OC(C)(C)C(C)(C)O3)[CH:15]=2)[O:10]1)([CH3:4])([CH3:3])[CH3:2].C[N+]1([O-])CC[O:51]CC1. The catalyst is C1COCC1. The product is [C:1]([O:5][C:6](=[O:46])[N:7]([CH2:28][C@H:29]([O:38][Si:39]([C:42]([CH3:44])([CH3:43])[CH3:45])([CH3:40])[CH3:41])[CH2:30][O:31][C:32]1[CH:33]=[CH:34][CH:35]=[CH:36][CH:37]=1)[CH2:8][C@H:9]1[CH2:18][CH2:17][C:16]2[C:11](=[CH:12][CH:13]=[C:14]([OH:51])[CH:15]=2)[O:10]1)([CH3:2])([CH3:3])[CH3:4]. The yield is 0.830. (2) The reactants are C(OC(=O)[NH:10][CH:11]1[CH2:16][CH2:15][CH:14]([OH:17])[C:13]([CH3:19])([CH3:18])[CH2:12]1)C1C=CC=CC=1.C(Cl)Cl. The catalyst is [Pd].CO. The product is [NH2:10][CH:11]1[CH2:16][CH2:15][CH:14]([OH:17])[C:13]([CH3:19])([CH3:18])[CH2:12]1. The yield is 0.950. (3) The reactants are [Cl:1][C:2]1[C:3]([C:35]([NH2:37])=[O:36])=[CH:4][C:5]2[N:9]=[C:8]([CH2:10][CH3:11])[N:7]([C:12]3[CH:17]=[CH:16][C:15]([CH2:18][CH2:19][NH:20][C:21]([NH:23][S:24]([C:27]4[CH:32]=[CH:31][C:30]([CH3:33])=[CH:29][CH:28]=4)(=[O:26])=[O:25])=[O:22])=[CH:14][CH:13]=3)[C:6]=2[CH:34]=1.[CH2:38](N(CC)CC)C.CS(Cl)(=O)=O.O. The catalyst is ClCCl. The product is [Cl:1][C:2]1[C:3]([C:35]([NH2:37])=[O:36])=[CH:4][C:5]2[N:9]=[C:8]([CH2:10][CH3:11])[N:7]([C:12]3[CH:13]=[CH:14][C:15]([CH2:18][CH2:19][N:20]([CH3:38])[C:21]([NH:23][S:24]([C:27]4[CH:32]=[CH:31][C:30]([CH3:33])=[CH:29][CH:28]=4)(=[O:26])=[O:25])=[O:22])=[CH:16][CH:17]=3)[C:6]=2[CH:34]=1. The yield is 0.500.